Dataset: Forward reaction prediction with 1.9M reactions from USPTO patents (1976-2016). Task: Predict the product of the given reaction. (1) Given the reactants [CH2:1]([N:4]1[CH2:7][CH:6]([C:8]2[CH:13]=[CH:12][C:11]([NH2:14])=[CH:10][CH:9]=2)[CH2:5]1)[CH2:2][CH3:3].[F:15][CH2:16][CH2:17][CH2:18][C:19]1[CH:24]=[CH:23][C:22]([S:25](Cl)(=[O:27])=[O:26])=[CH:21][CH:20]=1, predict the reaction product. The product is: [F:15][CH2:16][CH2:17][CH2:18][C:19]1[CH:24]=[CH:23][C:22]([S:25]([NH:14][C:11]2[CH:10]=[CH:9][C:8]([CH:6]3[CH2:5][N:4]([CH2:1][CH2:2][CH3:3])[CH2:7]3)=[CH:13][CH:12]=2)(=[O:27])=[O:26])=[CH:21][CH:20]=1. (2) The product is: [Br:8][C:9]1[N:14]=[C:13]([C:15]([C:24]2[CH:29]=[CH:28][CH:27]=[C:26]([CH3:30])[N:25]=2)([C:17]2[CH:22]=[CH:21][CH:20]=[C:19]([CH3:23])[N:18]=2)[F:5])[CH:12]=[CH:11][CH:10]=1. Given the reactants CN(S(F)(F)[F:5])C.[Br:8][C:9]1[N:14]=[C:13]([C:15]([C:24]2[CH:29]=[CH:28][CH:27]=[C:26]([CH3:30])[N:25]=2)([C:17]2[CH:22]=[CH:21][CH:20]=[C:19]([CH3:23])[N:18]=2)O)[CH:12]=[CH:11][CH:10]=1.[OH-].[Na+], predict the reaction product. (3) Given the reactants [F:1][C:2]1[CH:7]=[CH:6][C:5]([CH:8]([C:14]2[CH:19]=[CH:18][C:17]([F:20])=[CH:16][CH:15]=2)[C:9]([O:11][CH2:12][CH3:13])=[O:10])=[CH:4][CH:3]=1.C[Si]([N-][Si](C)(C)C)(C)C.[Li+].Br[CH2:32][C:33]#[N:34], predict the reaction product. The product is: [C:33]([CH2:32][C:8]([C:14]1[CH:15]=[CH:16][C:17]([F:20])=[CH:18][CH:19]=1)([C:5]1[CH:4]=[CH:3][C:2]([F:1])=[CH:7][CH:6]=1)[C:9]([O:11][CH2:12][CH3:13])=[O:10])#[N:34]. (4) Given the reactants [C-]#N.[Na+].[CH3:4][N:5](C)C=O.[C:9]([O:13][C:14]([NH:16][CH:17]([CH2:24][CH3:25])[CH2:18]OS(C)(=O)=O)=[O:15])([CH3:12])([CH3:11])[CH3:10], predict the reaction product. The product is: [C:9]([O:13][C:14](=[O:15])[NH:16][CH:17]([CH2:24][CH3:25])[CH2:18][C:4]#[N:5])([CH3:12])([CH3:11])[CH3:10]. (5) Given the reactants [NH2:1][C:2]1[C:3]([C:18](O)=[O:19])=[N:4][C:5]([C:8]2[C:13]([C:14]([F:17])([F:16])[F:15])=[CH:12][CH:11]=[CH:10][N:9]=2)=[CH:6][N:7]=1.C(N(C(C)C)C(C)C)C.[NH2:30][C:31]1[C:36]([N:37]2[CH2:42][CH2:41][C:40]([NH:46][C:47](=[O:53])[O:48][C:49]([CH3:52])([CH3:51])[CH3:50])([CH2:43][O:44][CH3:45])[CH2:39][CH2:38]2)=[CH:35][CH:34]=[CH:33][N:32]=1, predict the reaction product. The product is: [NH2:1][C:2]1[C:3]([C:18]([NH:30][C:31]2[C:36]([N:37]3[CH2:42][CH2:41][C:40]([NH:46][C:47](=[O:53])[O:48][C:49]([CH3:50])([CH3:52])[CH3:51])([CH2:43][O:44][CH3:45])[CH2:39][CH2:38]3)=[CH:35][CH:34]=[CH:33][N:32]=2)=[O:19])=[N:4][C:5]([C:8]2[C:13]([C:14]([F:17])([F:16])[F:15])=[CH:12][CH:11]=[CH:10][N:9]=2)=[CH:6][N:7]=1.